Task: Predict which catalyst facilitates the given reaction.. Dataset: Catalyst prediction with 721,799 reactions and 888 catalyst types from USPTO (1) The catalyst class is: 3. Reactant: Br[C:2]1[CH:7]=[CH:6][N:5]=[CH:4][C:3]=1[N:8]([CH3:25])[C:9](=[O:24])[C:10]1[CH:15]=[C:14]([C:16]([F:19])([F:18])[F:17])[CH:13]=[C:12]([C:20]([F:23])([F:22])[F:21])[CH:11]=1.[Cl:26][C:27]1[C:28]([O:36][CH3:37])=[N:29][CH:30]=[CH:31][C:32]=1B(O)O. Product: [Cl:26][C:27]1[C:28]([O:36][CH3:37])=[N:29][CH:30]=[CH:31][C:32]=1[C:2]1[CH:7]=[CH:6][N:5]=[CH:4][C:3]=1[N:8]([CH3:25])[C:9](=[O:24])[C:10]1[CH:15]=[C:14]([C:16]([F:19])([F:18])[F:17])[CH:13]=[C:12]([C:20]([F:23])([F:22])[F:21])[CH:11]=1. (2) Reactant: [F:1][C:2]1[CH:7]=[C:6]([O:8][C:9]2[CH:14]=[CH:13][N:12]=[C:11]([NH:15][C:16]([N:18]([CH3:26])[CH:19]3[CH2:24][CH2:23][N:22]([CH3:25])[CH2:21][CH2:20]3)=[O:17])[CH:10]=2)[CH:5]=[CH:4][C:3]=1[NH:27][C:28]([C:30]1([C:33](O)=[O:34])[CH2:32][CH2:31]1)=[O:29].[CH2:36]([NH2:41])[C:37]([CH3:40])([CH3:39])[CH3:38].C(N(CC)CC)C.F[P-](F)(F)(F)(F)F.N1(O[P+](N(C)C)(N(C)C)N(C)C)C2C=CC=CC=2N=N1. Product: [CH3:38][C:37]([CH3:40])([CH3:39])[CH2:36][NH:41][C:33]([C:30]1([C:28]([NH:27][C:3]2[CH:4]=[CH:5][C:6]([O:8][C:9]3[CH:14]=[CH:13][N:12]=[C:11]([NH:15][C:16]([N:18]([CH3:26])[CH:19]4[CH2:20][CH2:21][N:22]([CH3:25])[CH2:23][CH2:24]4)=[O:17])[CH:10]=3)=[CH:7][C:2]=2[F:1])=[O:29])[CH2:32][CH2:31]1)=[O:34]. The catalyst class is: 9. (3) Product: [CH:1]([N:14]1[CH2:17][C:16]([CH2:20][NH:21][C:24](=[O:25])[C:23]([F:34])([F:33])[F:22])([CH2:18][CH3:19])[CH2:15]1)([C:8]1[CH:13]=[CH:12][CH:11]=[CH:10][CH:9]=1)[C:2]1[CH:3]=[CH:4][CH:5]=[CH:6][CH:7]=1. Reactant: [CH:1]([N:14]1[CH2:17][C:16]([CH2:20][NH2:21])([CH2:18][CH3:19])[CH2:15]1)([C:8]1[CH:13]=[CH:12][CH:11]=[CH:10][CH:9]=1)[C:2]1[CH:7]=[CH:6][CH:5]=[CH:4][CH:3]=1.[F:22][C:23]([F:34])([F:33])[C:24](O[C:24](=[O:25])[C:23]([F:34])([F:33])[F:22])=[O:25]. The catalyst class is: 22. (4) Reactant: F[C:2]1[CH:7]=[CH:6][CH:5]=[CH:4][C:3]=1[N+:8]([O-:10])=[O:9].C(N(CC)C(C)C)(C)C.[C:20]([O:24][C:25](=[O:33])[NH:26][CH:27]1[CH2:32][CH2:31][NH:30][CH2:29][CH2:28]1)([CH3:23])([CH3:22])[CH3:21]. Product: [C:20]([O:24][C:25](=[O:33])[NH:26][CH:27]1[CH2:32][CH2:31][N:30]([C:2]2[CH:7]=[CH:6][CH:5]=[CH:4][C:3]=2[N+:8]([O-:10])=[O:9])[CH2:29][CH2:28]1)([CH3:23])([CH3:21])[CH3:22]. The catalyst class is: 12. (5) Reactant: [OH:1][C:2]1[CH:7]=[CH:6][C:5]([CH2:8][C:9]([CH3:16])([CH3:15])[CH2:10][C:11]([O:13][CH3:14])=[O:12])=[CH:4][CH:3]=1.O[CH2:18][CH2:19][C:20]1[N:25]=[C:24]([NH:26][C:27](=[O:33])[O:28][C:29]([CH3:32])([CH3:31])[CH3:30])[CH:23]=[CH:22][CH:21]=1.C1(P(C2C=CC=CC=2)C2C=CC=CC=2)C=CC=CC=1.N(C(OC(C)C)=O)=NC(OC(C)C)=O. Product: [C:29]([O:28][C:27]([NH:26][C:24]1[N:25]=[C:20]([CH2:19][CH2:18][O:1][C:2]2[CH:3]=[CH:4][C:5]([CH2:8][C:9]([CH3:16])([CH3:15])[CH2:10][C:11]([O:13][CH3:14])=[O:12])=[CH:6][CH:7]=2)[CH:21]=[CH:22][CH:23]=1)=[O:33])([CH3:32])([CH3:31])[CH3:30]. The catalyst class is: 1.